This data is from Reaction yield outcomes from USPTO patents with 853,638 reactions. The task is: Predict the reaction yield, written as a fraction of the theoretical maximum amount of product (1.0 means a 100% yield; for example, 0.34 means a 34% yield). (1) The reactants are [NH2:1][C:2]1[CH:9]=[CH:8][C:5]([CH2:6][OH:7])=[CH:4][CH:3]=1.C(N(CC)C(C)C)(C)C.[C:19](Cl)(=[O:22])[CH:20]=[CH2:21].C(OCC)(=O)C. The catalyst is ClCCl.O1CCCC1. The product is [OH:7][CH2:6][C:5]1[CH:8]=[CH:9][C:2]([NH:1][C:19](=[O:22])[CH:20]=[CH2:21])=[CH:3][CH:4]=1. The yield is 0.985. (2) The product is [Cl:22][C:16]1[CH:17]=[C:18]([Cl:21])[CH:19]=[CH:20][C:15]=1[C:13]1[N:14]=[C:10](/[CH:9]=[CH:8]/[C:5]2[CH:6]=[CH:7][C:2]([C:33]3[CH:34]=[CH:35][C:30]([O:23][C:24]4[CH:29]=[CH:28][CH:27]=[CH:26][CH:25]=4)=[CH:31][CH:32]=3)=[CH:3][CH:4]=2)[NH:11][CH:12]=1. No catalyst specified. The yield is 0.630. The reactants are Br[C:2]1[CH:7]=[CH:6][C:5](/[CH:8]=[CH:9]/[C:10]2[NH:11][CH:12]=[C:13]([C:15]3[CH:20]=[CH:19][C:18]([Cl:21])=[CH:17][C:16]=3[Cl:22])[N:14]=2)=[CH:4][CH:3]=1.[O:23]([C:30]1[CH:35]=[CH:34][C:33](B(O)O)=[CH:32][CH:31]=1)[C:24]1[CH:29]=[CH:28][CH:27]=[CH:26][CH:25]=1. (3) The catalyst is C(O)C.O. The yield is 0.880. The product is [Br:1][C:2]1[CH:20]=[C:19]([O:21][CH3:22])[CH:18]=[CH:17][C:3]=1[O:4]/[C:5](=[CH:11]\[C:12]([OH:14])=[O:13])/[C:6]([OH:8])=[O:7]. The reactants are [Br:1][C:2]1[CH:20]=[C:19]([O:21][CH3:22])[CH:18]=[CH:17][C:3]=1[O:4]/[C:5](=[CH:11]\[C:12]([O:14]CC)=[O:13])/[C:6]([O:8]CC)=[O:7].[OH-].[Na+]. (4) The yield is 0.770. The product is [OH:23][CH:24]1[CH2:27][N:26]([C:14]([C:12]2[O:13][C:9]([C:6]3[CH:5]=[CH:4][C:3]([O:2][CH3:1])=[CH:8][CH:7]=3)=[N:10][N:11]=2)=[O:16])[CH2:25]1. The reactants are [CH3:1][O:2][C:3]1[CH:8]=[CH:7][C:6]([C:9]2[O:13][C:12]([C:14]([O:16]CC)=O)=[N:11][N:10]=2)=[CH:5][CH:4]=1.[C-]#N.[Na+].Cl.[OH:23][CH:24]1[CH2:27][NH:26][CH2:25]1.C(N(CC)CC)C. The catalyst is CO.ClCCl.O. (5) The reactants are [Cl:1][C:2]1[C:11]2[C:6](=[CH:7][C:8](Br)=[CH:9][CH:10]=2)[N:5]=[CH:4][CH:3]=1.[CH3:13][Sn:14]([CH3:20])([CH3:19])[Sn:14]([CH3:20])([CH3:19])[CH3:13].CCCCCC.CCOC(C)=O. The catalyst is O1CCOCC1. The product is [Cl:1][C:2]1[C:11]2[C:6](=[CH:7][C:8]([Sn:14]([CH3:20])([CH3:19])[CH3:13])=[CH:9][CH:10]=2)[N:5]=[CH:4][CH:3]=1. The yield is 0.940. (6) The reactants are Cl[C:2]1[N:7]=[C:6]([NH:8][CH2:9][CH2:10][CH2:11][CH2:12][CH3:13])[C:5]([CH3:14])=[C:4]([CH3:15])[N:3]=1.[NH3:16].C(O)C. No catalyst specified. The product is [NH2:16][C:2]1[N:7]=[C:6]([NH:8][CH2:9][CH2:10][CH2:11][CH2:12][CH3:13])[C:5]([CH3:14])=[C:4]([CH3:15])[N:3]=1. The yield is 0.0350. (7) The reactants are [CH3:1][C:2]1[N:7]([C:8]2[CH:13]=[CH:12][CH:11]=[CH:10][CH:9]=2)[C:6](=[O:14])[C:5]([CH3:15])=[C:4]([CH3:16])[N:3]=1.O=[CH:18][C:19]1[CH:27]=[CH:26][CH:25]=[C:22]([O:23][CH3:24])[C:20]=1[OH:21]. The catalyst is CC(O)=O. The product is [OH:21][C:20]1[C:22]([O:23][CH3:24])=[CH:25][CH:26]=[CH:27][C:19]=1[CH:18]=[CH:1][C:2]1[N:7]([C:8]2[CH:9]=[CH:10][CH:11]=[CH:12][CH:13]=2)[C:6](=[O:14])[C:5]([CH3:15])=[C:4]([CH3:16])[N:3]=1. The yield is 0.580. (8) The reactants are [OH:1][CH:2]([C:6]1[CH:11]=[CH:10][C:9]([C:12]2[N:16]=[C:15]([C:17]3[O:21][N:20]=[C:19]([C:22]4[CH:27]=[CH:26][CH:25]=[CH:24][CH:23]=4)[C:18]=3[C:28]([F:31])([F:30])[F:29])[O:14][N:13]=2)=[CH:8][CH:7]=1)[C:3](O)=[O:4].CN1CCOCC1.Cl.[NH2:40][C@@H:41]([CH3:46])[C:42]([NH:44][CH3:45])=[O:43].CN(C(ON1N=NC2C=CC=NC1=2)=[N+](C)C)C.F[P-](F)(F)(F)(F)F. The catalyst is CN(C=O)C. The product is [OH:1][CH:2]([C:6]1[CH:11]=[CH:10][C:9]([C:12]2[N:16]=[C:15]([C:17]3[O:21][N:20]=[C:19]([C:22]4[CH:23]=[CH:24][CH:25]=[CH:26][CH:27]=4)[C:18]=3[C:28]([F:31])([F:30])[F:29])[O:14][N:13]=2)=[CH:8][CH:7]=1)[C:3]([NH:40][C@@H:41]([CH3:46])[C:42]([NH:44][CH3:45])=[O:43])=[O:4]. The yield is 0.402. (9) The reactants are [NH2:1][C:2]1[CH:28]=[C:27]([N:29]2[CH2:34][CH2:33][N:32]([CH3:35])[CH2:31][CH2:30]2)[CH:26]=[CH:25][C:3]=1[C:4]([NH:6][C:7]1[C:15]2[C:10](=[CH:11][CH:12]=[C:13]([CH2:16][C:17]3[CH:22]=[C:21]([F:23])[CH:20]=[C:19]([F:24])[CH:18]=3)[CH:14]=2)[NH:9][N:8]=1)=[O:5].[O:36]1[CH2:41][CH2:40][C:39](=O)[CH2:38][CH2:37]1.FC(F)(F)C(O)=O.C(O[BH-](OC(=O)C)OC(=O)C)(=O)C.C[N+](C)(C)C. The catalyst is ClCCl. The product is [F:24][C:19]1[CH:18]=[C:17]([CH:22]=[C:21]([F:23])[CH:20]=1)[CH2:16][C:13]1[CH:14]=[C:15]2[C:10](=[CH:11][CH:12]=1)[NH:9][N:8]=[C:7]2[NH:6][C:4](=[O:5])[C:3]1[CH:25]=[CH:26][C:27]([N:29]2[CH2:30][CH2:31][N:32]([CH3:35])[CH2:33][CH2:34]2)=[CH:28][C:2]=1[NH:1][CH:39]1[CH2:40][CH2:41][O:36][CH2:37][CH2:38]1. The yield is 0.720.